Dataset: Peptide-MHC class II binding affinity with 134,281 pairs from IEDB. Task: Regression. Given a peptide amino acid sequence and an MHC pseudo amino acid sequence, predict their binding affinity value. This is MHC class II binding data. (1) The peptide sequence is ESLHNPYPDYHWLRT. The MHC is DRB1_0404 with pseudo-sequence DRB1_0404. The binding affinity (normalized) is 0. (2) The peptide sequence is LQIILSGKMAHLRKV. The MHC is DRB1_0701 with pseudo-sequence DRB1_0701. The binding affinity (normalized) is 0.797. (3) The peptide sequence is WITQCFLPVFLAQPP. The binding affinity (normalized) is 0.704. The MHC is HLA-DPA10301-DPB10402 with pseudo-sequence HLA-DPA10301-DPB10402. (4) The peptide sequence is DAAFKIAATAANAAP. The MHC is HLA-DQA10501-DQB10301 with pseudo-sequence HLA-DQA10501-DQB10301. The binding affinity (normalized) is 0.751. (5) The peptide sequence is AWVDSGAQLGELYYA. The MHC is DRB1_0301 with pseudo-sequence DRB1_0301. The binding affinity (normalized) is 0.175.